The task is: Predict the product of the given reaction.. This data is from Forward reaction prediction with 1.9M reactions from USPTO patents (1976-2016). (1) The product is: [CH2:14]([S:12][C:6]1[N:7]([CH2:8][CH:9]([CH3:10])[CH3:11])[C:3]([CH2:2][OH:1])=[N:4][N:5]=1)[CH3:15]. Given the reactants [OH:1][CH2:2][C:3]1[N:7]([CH2:8][CH:9]([CH3:11])[CH3:10])[C:6]([SH:12])=[N:5][N:4]=1.I[CH2:14][CH3:15].C(N(CC)CC)C, predict the reaction product. (2) Given the reactants Cl[C:2]1[CH:3]=[C:4]([C:17]2[N:25]=[C:24]([CH3:26])[N:23]=[C:22]3[C:18]=2[N:19]=[CH:20][N:21]3C2CCCCO2)[C:5]([NH:8][C:9]2[CH:10]=[N:11][C:12]([O:15][CH3:16])=[CH:13][CH:14]=2)=[N:6][CH:7]=1.[CH3:33][O:34][C:35]1[CH:42]=[CH:41][C:38]([CH2:39][NH2:40])=[CH:37][CH:36]=1.CC(C)([O-])C.[Na+].C(P(C(C)(C)C)C1C=CC=CC=1C1C(C(C)C)=CC(C(C)C)=CC=1C(C)C)(C)(C)C.Cl, predict the reaction product. The product is: [CH3:33][O:34][C:35]1[CH:42]=[CH:41][C:38]([CH2:39][NH:40][C:2]2[CH:3]=[C:4]([C:17]3[N:25]=[C:24]([CH3:26])[N:23]=[C:22]4[C:18]=3[N:19]=[CH:20][NH:21]4)[C:5]([NH:8][C:9]3[CH:10]=[N:11][C:12]([O:15][CH3:16])=[CH:13][CH:14]=3)=[N:6][CH:7]=2)=[CH:37][CH:36]=1. (3) Given the reactants [CH2:1]([O:8][N:9]1[C:15](=[O:16])[N:14]2[CH2:17][C@H:10]1[CH2:11][CH2:12][C@H:13]2[C:18]([OH:20])=O)[C:2]1[CH:7]=[CH:6][CH:5]=[CH:4][CH:3]=1.[NH:21]([C:23]([C@@H:25]1[CH2:30][CH2:29][CH2:28][CH2:27][N:26]1[C:31]([O:33][C:34]([CH3:37])([CH3:36])[CH3:35])=[O:32])=[O:24])[NH2:22].ON1C2C=CC=CC=2N=N1.Cl.C(N=C=NCCCN(C)C)C, predict the reaction product. The product is: [CH2:1]([O:8][N:9]1[C:15](=[O:16])[N:14]2[CH2:17][C@H:10]1[CH2:11][CH2:12][C@H:13]2[C:18]([NH:22][NH:21][C:23]([C@@H:25]1[CH2:30][CH2:29][CH2:28][CH2:27][N:26]1[C:31]([O:33][C:34]([CH3:37])([CH3:36])[CH3:35])=[O:32])=[O:24])=[O:20])[C:2]1[CH:3]=[CH:4][CH:5]=[CH:6][CH:7]=1. (4) Given the reactants [C:1](Cl)(=[O:7])[CH2:2][CH2:3][CH2:4][CH2:5][CH3:6].[F:9][C:10]([F:39])([F:38])[C:11]1[CH:37]=[CH:36][C:14]([CH2:15][O:16][C:17]2[CH:18]=[C:19]([CH:33]=[CH:34][CH:35]=2)[C:20]([NH:22][C:23]2[CH:28]=[CH:27][CH:26]=[CH:25][C:24]=2[S:29](=[O:32])(=[O:31])[NH2:30])=[O:21])=[CH:13][CH:12]=1, predict the reaction product. The product is: [F:39][C:10]([F:9])([F:38])[C:11]1[CH:12]=[CH:13][C:14]([CH2:15][O:16][C:17]2[CH:18]=[C:19]([CH:33]=[CH:34][CH:35]=2)[C:20]([NH:22][C:23]2[CH:28]=[CH:27][CH:26]=[CH:25][C:24]=2[S:29]([NH:30][C:1](=[O:7])[CH2:2][CH2:3][CH2:4][CH2:5][CH3:6])(=[O:31])=[O:32])=[O:21])=[CH:36][CH:37]=1. (5) The product is: [Cl:19][C:5]1[C:6]([C:8]2[CH:9]=[C:10]([NH:14][C:15](=[O:18])[CH:16]=[CH2:17])[CH:11]=[CH:12][CH:13]=2)=[N:7][C:2]([NH:31][C:30]2[CH:29]=[CH:28][C:27]([N:24]3[CH2:23][CH2:22][N:21]([CH3:20])[CH2:26][CH2:25]3)=[CH:33][CH:32]=2)=[N:3][CH:4]=1. Given the reactants Cl[C:2]1[N:7]=[C:6]([C:8]2[CH:9]=[C:10]([NH:14][C:15](=[O:18])[CH:16]=[CH2:17])[CH:11]=[CH:12][CH:13]=2)[C:5]([Cl:19])=[CH:4][N:3]=1.[CH3:20][N:21]1[CH2:26][CH2:25][N:24]([C:27]2[CH:33]=[CH:32][C:30]([NH2:31])=[CH:29][CH:28]=2)[CH2:23][CH2:22]1.C(=O)([O-])[O-].[K+].[K+].CC1(C)C2C(=C(P(C3C=CC=CC=3)C3C=CC=CC=3)C=CC=2)OC2C(P(C3C=CC=CC=3)C3C=CC=CC=3)=CC=CC1=2, predict the reaction product. (6) Given the reactants [CH3:1][O:2][C:3]1[CH:27]=[C:26]([O:28][CH3:29])[CH:25]=[CH:24][C:4]=1[CH2:5][N:6]([C:19]1[S:23][N:22]=[CH:21][N:20]=1)[S:7]([C:10]1[CH:15]=[C:14]([F:16])[C:13](F)=[CH:12][C:11]=1[F:18])(=[O:9])=[O:8].[C:30]1([C@H:36]2[CH2:42][CH2:41][CH2:40][CH2:39][CH2:38][C@@H:37]2[OH:43])[CH:35]=[CH:34][CH:33]=[CH:32][CH:31]=1.[H-].[Na+], predict the reaction product. The product is: [CH3:1][O:2][C:3]1[CH:27]=[C:26]([O:28][CH3:29])[CH:25]=[CH:24][C:4]=1[CH2:5][N:6]([C:19]1[S:23][N:22]=[CH:21][N:20]=1)[S:7]([C:10]1[CH:15]=[C:14]([F:16])[C:13]([O:43][C@H:37]2[CH2:38][CH2:39][CH2:40][CH2:41][CH2:42][C@@H:36]2[C:30]2[CH:31]=[CH:32][CH:33]=[CH:34][CH:35]=2)=[CH:12][C:11]=1[F:18])(=[O:9])=[O:8].